From a dataset of Full USPTO retrosynthesis dataset with 1.9M reactions from patents (1976-2016). Predict the reactants needed to synthesize the given product. (1) Given the product [CH3:17][O:16][C:12]1[CH:13]=[CH:14][CH:15]=[C:10]([CH2:9][CH:6]([Br:19])[CH2:7][CH3:8])[CH:11]=1, predict the reactants needed to synthesize it. The reactants are: CS(O[CH:6]([CH2:9][C:10]1[CH:15]=[CH:14][CH:13]=[C:12]([O:16][CH3:17])[CH:11]=1)[CH2:7][CH3:8])(=O)=O.[Li+].[Br-:19]. (2) The reactants are: Cl[C:2]1([C:13]2[CH:18]=[CH:17][CH:16]=[CH:15][C:14]=2[O:19][CH3:20])[C:10]2[C:5](=[CH:6][CH:7]=[C:8]([Cl:11])[CH:9]=2)[NH:4][C:3]1=[O:12].Cl.C([N:29]1[CH2:34][CH2:33][CH2:32][CH2:31][C@H:30]1[C:35]([OH:37])=[O:36])C1C=CC=CC=1. Given the product [Cl:11][C:8]1[CH:9]=[C:10]2[C:5](=[CH:6][CH:7]=1)[NH:4][C:3](=[O:12])[C:2]2([N:29]1[CH2:34][CH2:33][CH2:32][CH2:31][C@H:30]1[C:35]([O:37][CH2:2][C:10]1[CH:5]=[CH:6][CH:7]=[CH:8][CH:9]=1)=[O:36])[C:13]1[CH:18]=[CH:17][CH:16]=[CH:15][C:14]=1[O:19][CH3:20], predict the reactants needed to synthesize it. (3) Given the product [CH3:10][S:9][C:5]1[N:4]=[C:3]([CH2:1][OH:2])[CH:8]=[CH:7][N:6]=1, predict the reactants needed to synthesize it. The reactants are: [CH:1]([C:3]1[CH:8]=[CH:7][N:6]=[C:5]([S:9][CH3:10])[N:4]=1)=[O:2].[BH4-].[Na+]. (4) Given the product [Br:34][C:35]1[C:36]2[O:44][CH:43]=[CH:42][C:37]=2[C:38](=[O:41])[N:39]([CH2:56][CH2:55][C:46]2[CH:47]=[CH:48][C:49]3[C:54](=[CH:53][CH:52]=[CH:51][CH:50]=3)[N:45]=2)[CH:40]=1, predict the reactants needed to synthesize it. The reactants are: CC(OC(/N=N/C(OC(C)C)=O)=O)C.C1C=CC(P(C2C=CC=CC=2)C2C=CC=CC=2)=CC=1.[Br:34][C:35]1[C:36]2[O:44][CH:43]=[CH:42][C:37]=2[C:38](=[O:41])[NH:39][CH:40]=1.[N:45]1[C:54]2[C:49](=[CH:50][CH:51]=[CH:52][CH:53]=2)[CH:48]=[CH:47][C:46]=1[CH2:55][CH2:56]O. (5) Given the product [Cl:1][C:2]1[C:3]([F:42])=[C:4]([C@@H:8]2[C@:12]([C:15]3[CH:20]=[CH:19][C:18]([Cl:21])=[CH:17][C:16]=3[F:22])([C:13]#[N:14])[C@H:11]([CH2:23][C:24]([CH3:26])([CH3:27])[CH3:25])[NH:10][C@H:9]2[C:28]([NH:30][C:31]2[CH:39]=[CH:38][C:34]([C:35]([O:37][C@@H:47]3[O:46][C@H:45]([C:53]([O:55][CH2:56][C:57]4[CH:62]=[CH:61][CH:60]=[CH:59][CH:58]=4)=[O:54])[C@@H:44]([OH:43])[C@H:49]([OH:50])[C@H:48]3[OH:51])=[O:36])=[CH:33][C:32]=2[O:40][CH3:41])=[O:29])[CH:5]=[CH:6][CH:7]=1, predict the reactants needed to synthesize it. The reactants are: [Cl:1][C:2]1[C:3]([F:42])=[C:4]([C@@H:8]2[C@:12]([C:15]3[CH:20]=[CH:19][C:18]([Cl:21])=[CH:17][C:16]=3[F:22])([C:13]#[N:14])[C@H:11]([CH2:23][C:24]([CH3:27])([CH3:26])[CH3:25])[NH:10][C@H:9]2[C:28]([NH:30][C:31]2[CH:39]=[CH:38][C:34]([C:35]([OH:37])=[O:36])=[CH:33][C:32]=2[O:40][CH3:41])=[O:29])[CH:5]=[CH:6][CH:7]=1.[OH:43][C@H:44]1[C@H:49]([OH:50])[C@@H:48]([OH:51])[CH:47](O)[O:46][C@@H:45]1[C:53]([O:55][CH2:56][C:57]1[CH:62]=[CH:61][CH:60]=[CH:59][CH:58]=1)=[O:54]. (6) Given the product [Cl:1][C:2]1[CH:12]=[CH:11][C:5]([O:6][CH2:7][C:8]([N:26]([CH2:25][C:23]2[O:22][N:21]=[C:20]([C:17]3[CH:16]=[CH:15][C:14]([Cl:13])=[CH:19][CH:18]=3)[N:24]=2)[CH:27]([CH3:28])[CH3:29])=[O:9])=[CH:4][CH:3]=1, predict the reactants needed to synthesize it. The reactants are: [Cl:1][C:2]1[CH:12]=[CH:11][C:5]([O:6][CH2:7][C:8](Cl)=[O:9])=[CH:4][CH:3]=1.[Cl:13][C:14]1[CH:19]=[CH:18][C:17]([C:20]2[N:24]=[C:23]([CH2:25][NH:26][CH:27]([CH3:29])[CH3:28])[O:22][N:21]=2)=[CH:16][CH:15]=1.C(N(CC)CC)C. (7) Given the product [C:1]([C:5]1[CH:12]=[CH:11][C:8]([CH:9]2[N:13]([C:14]3[S:15][C:16]([C:19]4[CH:24]=[CH:23][CH:22]=[CH:21][CH:20]=4)=[N:17][N:18]=3)[C:28](=[O:27])[C:29]([OH:41])=[C:30]2[C:31](=[O:32])[C:33]2[CH:34]=[CH:35][C:36]([O:39][CH3:40])=[CH:37][CH:38]=2)=[CH:7][CH:6]=1)([CH3:4])([CH3:3])[CH3:2], predict the reactants needed to synthesize it. The reactants are: [C:1]([C:5]1[CH:12]=[CH:11][C:8]([CH:9]=O)=[CH:7][CH:6]=1)([CH3:4])([CH3:3])[CH3:2].[NH2:13][C:14]1[S:15][C:16]([C:19]2[CH:24]=[CH:23][CH:22]=[CH:21][CH:20]=2)=[N:17][N:18]=1.C([O:27][C:28](=O)[C:29]([OH:41])=[CH:30][C:31]([C:33]1[CH:38]=[CH:37][C:36]([O:39][CH3:40])=[CH:35][CH:34]=1)=[O:32])C. (8) Given the product [N+:1]([C:4]1[CH:5]=[C:6]2[C:10](=[CH:11][CH:12]=1)[N:9]([CH2:13][C:14]([NH:22][C@H:21]([C:20]([O:19][CH2:17][CH3:18])=[O:30])[CH2:23][C:24]1[CH:29]=[CH:28][CH:27]=[CH:26][CH:25]=1)=[O:16])[CH:8]=[CH:7]2)([O-:3])=[O:2], predict the reactants needed to synthesize it. The reactants are: [N+:1]([C:4]1[CH:5]=[C:6]2[C:10](=[CH:11][CH:12]=1)[N:9]([CH2:13][C:14]([OH:16])=O)[CH:8]=[CH:7]2)([O-:3])=[O:2].[CH2:17]([O:19][C:20](=[O:30])[C@H:21]([CH2:23][C:24]1[CH:29]=[CH:28][CH:27]=[CH:26][CH:25]=1)[NH2:22])[CH3:18].